Dataset: Full USPTO retrosynthesis dataset with 1.9M reactions from patents (1976-2016). Task: Predict the reactants needed to synthesize the given product. Given the product [NH:12]1[C:20]2[C:15](=[CH:16][CH:17]=[CH:18][CH:19]=2)[CH:14]=[C:13]1[CH:21]=[C:4]1[C:3]2[C:7](=[CH:8][CH:9]=[CH:10][C:2]=2[CH3:1])[NH:6][C:5]1=[O:11], predict the reactants needed to synthesize it. The reactants are: [CH3:1][C:2]1[CH:10]=[CH:9][CH:8]=[C:7]2[C:3]=1[CH2:4][C:5](=[O:11])[NH:6]2.[NH:12]1[C:20]2[C:15](=[CH:16][CH:17]=[CH:18][CH:19]=2)[CH:14]=[C:13]1[CH:21]=O.N1CCCCC1.